Dataset: Reaction yield outcomes from USPTO patents with 853,638 reactions. Task: Predict the reaction yield, written as a fraction of the theoretical maximum amount of product (1.0 means a 100% yield; for example, 0.34 means a 34% yield). (1) The reactants are [CH3:1][N:2]1[C:6]2=[N:7][CH:8]=[CH:9][CH:10]=[C:5]2[C:4]([CH:11]=O)=[CH:3]1.[CH3:13][N:14]1C2C(=CC=CC=2)C(C)=C1C=O. No catalyst specified. The product is [CH3:1][N:2]1[C:6]2=[N:7][CH:8]=[CH:9][CH:10]=[C:5]2[C:4]([CH2:11][NH:14][CH3:13])=[CH:3]1. The yield is 0.450. (2) The reactants are [F:1][C:2]1[C:3]([CH2:9][OH:10])=[N:4][CH:5]=[C:6]([F:8])[CH:7]=1.[Cl:11][C:12]1[CH:17]=[C:16](I)[CH:15]=[CH:14][N:13]=1.C(=O)([O-])[O-].[Cs+].[Cs+].N1C2C(=CC=C3C=2N=CC=C3)C=CC=1. The catalyst is C1(C)C=CC=CC=1.[Cu]I. The product is [Cl:11][C:12]1[CH:17]=[C:16]([O:10][CH2:9][C:3]2[C:2]([F:1])=[CH:7][C:6]([F:8])=[CH:5][N:4]=2)[CH:15]=[CH:14][N:13]=1. The yield is 0.470. (3) The reactants are [C:1]([C:5]1[CH:6]=[C:7]([CH:10]=[C:11]([F:13])[CH:12]=1)C=O)([CH3:4])([CH3:3])[CH3:2].C1(C)C(S(O)(=O)=O)=CC=CC=1.C(N(CC)CC)C.[CH:32](OC)([O:35][CH3:36])[O:33][CH3:34]. The catalyst is CO. The product is [C:1]([C:5]1[CH:12]=[C:11]([F:13])[CH:10]=[C:7]([CH:32]([O:35][CH3:36])[O:33][CH3:34])[CH:6]=1)([CH3:4])([CH3:2])[CH3:3]. The yield is 0.985. (4) The reactants are [C:1]([O:5][C:6](=[O:14])[C:7]1[CH:12]=[C:11]([OH:13])[CH:10]=[N:9][CH:8]=1)([CH3:4])([CH3:3])[CH3:2].[Cl:15]N1C(=O)CCC1=O. The catalyst is CN(C=O)C. The product is [C:1]([O:5][C:6](=[O:14])[C:7]1[CH:12]=[C:11]([OH:13])[C:10]([Cl:15])=[N:9][CH:8]=1)([CH3:4])([CH3:2])[CH3:3]. The yield is 0.500. (5) The reactants are [Cl:1][C:2]1[CH:7]=[C:6]2[NH:8][C:9](=[O:40])[C:10]3([CH:15]([C:16]4[CH:21]=[CH:20][CH:19]=[C:18]([Cl:22])[CH:17]=4)[CH2:14][C:13](=[O:23])[NH:12][CH:11]3[C:24]3[CH:29]=[C:28](I)[CH:27]=[CH:26][C:25]=3[O:31][C:32]3[CH:37]=[C:36]([CH3:38])[N:35]=[C:34]([CH3:39])[CH:33]=3)[C:5]2=[CH:4][CH:3]=1.C[Si]([C:45]#[CH:46])(C)C.C(N(CC)CC)C.[OH-].[Na+]. The catalyst is CN(C)C=O.CO.[Cu]I. The product is [Cl:1][C:2]1[CH:7]=[C:6]2[NH:8][C:9](=[O:40])[C:10]3([CH:15]([C:16]4[CH:21]=[CH:20][CH:19]=[C:18]([Cl:22])[CH:17]=4)[CH2:14][C:13](=[O:23])[NH:12][CH:11]3[C:24]3[CH:29]=[C:28]([C:45]#[CH:46])[CH:27]=[CH:26][C:25]=3[O:31][C:32]3[CH:37]=[C:36]([CH3:38])[N:35]=[C:34]([CH3:39])[CH:33]=3)[C:5]2=[CH:4][CH:3]=1. The yield is 0.530. (6) The reactants are [ClH:1].FC(F)(F)O[C:5]1[CH:10]=[CH:9][CH:8]=[CH:7][C:6]=1[NH:11][NH2:12].[F:15][C:16]([F:26])([F:25])[O:17]C1C=CC=CC=1N. No catalyst specified. The product is [ClH:1].[F:15][C:16]([F:26])([F:25])[O:17][N:11]([C:6]1[CH:5]=[CH:10][CH:9]=[CH:8][CH:7]=1)[NH2:12]. The yield is 0.540.